This data is from Reaction yield outcomes from USPTO patents with 853,638 reactions. The task is: Predict the reaction yield, written as a fraction of the theoretical maximum amount of product (1.0 means a 100% yield; for example, 0.34 means a 34% yield). (1) The reactants are [Cl:1]C(OC(Cl)C)=O.C([N:21]1[CH2:24][CH:23]([O:25][CH2:26][C:27]2[S:28][CH:29]=[C:30]([Br:32])[CH:31]=2)[CH2:22]1)(C1C=CC=CC=1)C1C=CC=CC=1.C(O)C. The catalyst is ClCCl. The product is [ClH:1].[Br:32][C:30]1[CH:31]=[C:27]([CH2:26][O:25][CH:23]2[CH2:22][NH:21][CH2:24]2)[S:28][CH:29]=1. The yield is 0.770. (2) The reactants are [Si:1]([O:8][CH:9]1[CH2:14][CH:13]([CH3:15])[CH2:12][C:11]([C:16]2[CH:21]=[CH:20][N:19]=[CH:18][C:17]=2[N+:22]([O-])=O)=[CH:10]1)([C:4]([CH3:7])([CH3:6])[CH3:5])([CH3:3])[CH3:2]. The catalyst is CO.[Pd]. The product is [Si:1]([O:8][CH:9]1[CH2:14][CH:13]([CH3:15])[CH2:12][CH:11]([C:16]2[CH:21]=[CH:20][N:19]=[CH:18][C:17]=2[NH2:22])[CH2:10]1)([C:4]([CH3:7])([CH3:5])[CH3:6])([CH3:3])[CH3:2]. The yield is 0.900. (3) The catalyst is CN(C=O)C. The product is [C:27]([C:29]([C:34]1[N:8]([CH2:9][CH:10]2[CH2:15][CH2:14][O:13][CH2:12][CH2:11]2)[C:7]2[CH:6]=[CH:5][C:4]([N:16]([CH3:26])[S:17]([C:20]3[CH:25]=[CH:24][CH:23]=[CH:22][CH:21]=3)(=[O:19])=[O:18])=[CH:3][C:2]=2[N:1]=1)([CH3:33])[CH3:30])#[N:28]. The yield is 0.340. The reactants are [NH2:1][C:2]1[CH:3]=[C:4]([N:16]([CH3:26])[S:17]([C:20]2[CH:25]=[CH:24][CH:23]=[CH:22][CH:21]=2)(=[O:19])=[O:18])[CH:5]=[CH:6][C:7]=1[NH:8][CH2:9][CH:10]1[CH2:15][CH2:14][O:13][CH2:12][CH2:11]1.[C:27]([C:29]([CH3:34])([CH3:33])[C:30](O)=O)#[N:28].C(N(C(C)C)CC)(C)C.CN(C(ON1N=NC2C=CC=NC1=2)=[N+](C)C)C.F[P-](F)(F)(F)(F)F. (4) The reactants are [Cl:1][C:2]1[CH:3]=[C:4]([NH:9][C:10]2[C:11]3[CH2:18][C:17](=[O:19])[NH:16][C:12]=3[N:13]=[CH:14][N:15]=2)[CH:5]=[CH:6][C:7]=1[F:8].[CH:20]([C:22]1[NH:23][C:24]([CH:32]([CH3:34])[CH3:33])=[CH:25][C:26]=1[CH2:27][CH2:28][C:29]([OH:31])=[O:30])=O. The catalyst is N1CCCCC1.C(O)C. The product is [Cl:1][C:2]1[CH:3]=[C:4]([NH:9][C:10]2[C:11]3[C:18](=[CH:20][C:22]4[NH:23][C:24]([CH:32]([CH3:34])[CH3:33])=[CH:25][C:26]=4[CH2:27][CH2:28][C:29]([OH:31])=[O:30])[C:17](=[O:19])[NH:16][C:12]=3[N:13]=[CH:14][N:15]=2)[CH:5]=[CH:6][C:7]=1[F:8]. The yield is 0.710. (5) The reactants are [C:1]([C:5]1[CH:10]=[C:9]([C:11]([F:14])([F:13])[F:12])[C:8]([N+:15]([O-])=O)=[CH:7][C:6]=1[O:18]CC1C=CC=CC=1)([CH3:4])([CH3:3])[CH3:2].C([O-])=O.[NH4+]. The catalyst is CCO.[Pd]. The product is [NH2:15][C:8]1[C:9]([C:11]([F:12])([F:13])[F:14])=[CH:10][C:5]([C:1]([CH3:2])([CH3:3])[CH3:4])=[C:6]([OH:18])[CH:7]=1. The yield is 0.520. (6) The reactants are [CH3:1][C:2]1[C:11]2[NH:10][C:9](=O)[C@@H:8]3[CH2:13][N:14]([C:16]([O:18][C:19]([CH3:22])([CH3:21])[CH3:20])=[O:17])[CH2:15][C@@H:7]3[C:6]=2[CH:5]=[CH:4][CH:3]=1.CN(C=O)C.[Br:28]N1C(=O)CCC1=O. The catalyst is C1COCC1.O.C(OCC)(=O)C. The product is [Br:28][C:4]1[CH:3]=[C:2]([CH3:1])[C:11]2[NH:10][CH2:9][C@@H:8]3[CH2:13][N:14]([C:16]([O:18][C:19]([CH3:22])([CH3:21])[CH3:20])=[O:17])[CH2:15][C@@H:7]3[C:6]=2[CH:5]=1. The yield is 0.900.